Dataset: Forward reaction prediction with 1.9M reactions from USPTO patents (1976-2016). Task: Predict the product of the given reaction. (1) Given the reactants [Br:1][C:2]1[CH:3]=[C:4]([N+:18]([O-:20])=[O:19])[C:5](C2C=CC(C(OC)=O)=CC=2)=[N:6][CH:7]=1.[F:21][C:22]1[CH:27]=[C:26]([S:28]([CH3:31])(=[O:30])=[O:29])[CH:25]=[CH:24][C:23]=1B1OC(C)(C)C(C)(C)O1, predict the reaction product. The product is: [Br:1][C:2]1[CH:3]=[C:4]([N+:18]([O-:20])=[O:19])[C:5]([C:23]2[CH:24]=[CH:25][C:26]([S:28]([CH3:31])(=[O:29])=[O:30])=[CH:27][C:22]=2[F:21])=[N:6][CH:7]=1. (2) Given the reactants [N:1]1([C:6]2[CH:15]=[C:14]3[C:9]([CH:10]=[CH:11][C:12]([C:16]([OH:18])=O)=[N:13]3)=[CH:8][CH:7]=2)[CH2:5][CH2:4][CH2:3][CH2:2]1.[NH2:19][C:20]1[CH:21]=[N:22][CH:23]=[CH:24][C:25]=1[N:26]1[CH2:31][C@H:30]([CH3:32])[CH2:29][C@H:28]([NH:33]C(=O)OC(C)(C)C)[CH2:27]1, predict the reaction product. The product is: [NH2:33][C@H:28]1[CH2:29][C@@H:30]([CH3:32])[CH2:31][N:26]([C:25]2[CH:24]=[CH:23][N:22]=[CH:21][C:20]=2[NH:19][C:16]([C:12]2[CH:11]=[CH:10][C:9]3[C:14](=[CH:15][C:6]([N:1]4[CH2:2][CH2:3][CH2:4][CH2:5]4)=[CH:7][CH:8]=3)[N:13]=2)=[O:18])[CH2:27]1. (3) Given the reactants [Cl:1][C:2]1[C:7]([F:8])=[CH:6][CH:5]=[C:4]([Cl:9])[C:3]=1[C@H:10]([O:12][C:13]1[C:14]2[O:22][CH:21]=[C:20]([C:23]3[CH2:24][CH2:25][NH:26][CH2:27][CH:28]=3)[C:15]=2[CH:16]=[N:17][C:18]=1[NH2:19])[CH3:11].[C:29]1([N:35]=[C:36]=[O:37])[CH:34]=[CH:33][CH:32]=[CH:31][CH:30]=1.CCN(C(C)C)C(C)C, predict the reaction product. The product is: [NH2:19][C:18]1[N:17]=[CH:16][C:15]2[C:20]([C:23]3[CH2:24][CH2:25][N:26]([C:36]([NH:35][C:29]4[CH:34]=[CH:33][CH:32]=[CH:31][CH:30]=4)=[O:37])[CH2:27][CH:28]=3)=[CH:21][O:22][C:14]=2[C:13]=1[O:12][C@@H:10]([C:3]1[C:4]([Cl:9])=[CH:5][CH:6]=[C:7]([F:8])[C:2]=1[Cl:1])[CH3:11]. (4) Given the reactants [O:1]=[C:2]1[NH:6][C@H:5]([CH2:7][CH2:8][C:9]([OH:11])=O)[C:4](=[O:12])[NH:3]1.C(Cl)CCl.[CH3:17][CH2:18][SH:19], predict the reaction product. The product is: [O:1]=[C:2]1[NH:6][C@H:5]([CH2:7][CH2:8][C:9](=[O:11])[S:19][CH2:18][CH3:17])[C:4](=[O:12])[NH:3]1. (5) Given the reactants [Cl:1][C:2]1[C:3]([C:8]([OH:10])=[O:9])=[N:4][CH:5]=[CH:6][N:7]=1.[Si](C=[N+]=[N-])(C)(C)[CH3:12], predict the reaction product. The product is: [Cl:1][C:2]1[C:3]([C:8]([O:10][CH3:12])=[O:9])=[N:4][CH:5]=[CH:6][N:7]=1. (6) Given the reactants [C:1]1([C:25]2[CH:30]=[CH:29][CH:28]=[CH:27][CH:26]=2)[CH:6]=[CH:5][C:4]([NH:7][CH2:8][C:9]2[C:14]([C:15]([N:17]([CH:21]([CH3:23])[CH3:22])[CH:18]([CH3:20])[CH3:19])=[O:16])=[C:13](F)[N:12]=[CH:11][CH:10]=2)=[CH:3][CH:2]=1.CC[N:33]([CH:37]([CH3:39])C)[CH:34]([CH3:36])C.[NH2:40][CH2:41][C:42]1C=CC=CN=1, predict the reaction product. The product is: [C:1]1([C:25]2[CH:30]=[CH:29][CH:28]=[CH:27][CH:26]=2)[CH:6]=[CH:5][C:4]([NH:7][CH2:8][C:9]2[C:14]([C:15]([N:17]([CH:21]([CH3:23])[CH3:22])[CH:18]([CH3:20])[CH3:19])=[O:16])=[C:13]([NH:40][CH2:41][C:42]3[CH:36]=[CH:34][N:33]=[CH:37][CH:39]=3)[N:12]=[CH:11][CH:10]=2)=[CH:3][CH:2]=1.